The task is: Predict the product of the given reaction.. This data is from Forward reaction prediction with 1.9M reactions from USPTO patents (1976-2016). (1) Given the reactants COC(=O)N[C@@H:5]([CH:58]([CH3:60])[CH3:59])[C:6]([N:8]1[CH2:12][CH2:11]S[C@H:9]1[C:13]1[NH:14][C:15]([C:18]2[CH:23]=[CH:22][C:21]([C:24]3[CH:33]=[CH:32][C:31]4[C:26](=[CH:27][CH:28]=[C:29](C5NC([C@@H]6CCCN6C(=O)[C@H](NC(OC)=O)C6C=CC=CC=6)=NC=5)[CH:30]=4)[CH:25]=3)=[CH:20][CH:19]=2)=[CH:16][N:17]=1)=[O:7].BrC1C=C2C(=CC=1)C1[NH:70][C:71]([C@@H:73]3[CH2:77][CH2:76][CH2:75][N:74]3[C:78](=[O:91])[C@@H:79]([NH:86][C:87](=[O:90])[O:88][CH3:89])[CH:80]3[CH2:85][CH2:84][O:83][CH2:82][CH2:81]3)=[N:72]C=1C=C2.CC(C)[C@H]([NH:127][C:128](=[O:131])[O:129][CH3:130])C(=O)N1[C@H](C2NC(C3C=CC(B4OC(C)(C)C(C)(C)O4)=CC=3)=CN=2)[C@@H]2C[C@H]1CC2.Br[C:134]1[CH:135]=C2C(=C[CH:143]=1)C=C(C1NC([C@@H]3CCCN3C(=O)[C@H](NC(=O)OC)C3C=CC=CC=3)=NC=1)C=C2.CC(C)[C@H](NC(=O)OC)C(=O)N1CCS[C@H]1C1NC(C2C=CC(B3OC(C)(C)C(C)(C)O3)=CC=2)=CN=1, predict the reaction product. The product is: [CH3:89][O:88][C:87](=[O:90])[NH:86][C@@H:79]([CH:80]1[CH2:81][CH2:82][O:83][CH2:84][CH2:85]1)[C:78]([N:74]1[CH2:75][CH2:76][CH2:77][C@H:73]1[C:71]1[NH:70][C:30]2[C:31]3[C:26]([CH:27]=[CH:28][C:29]=2[N:72]=1)=[CH:25][C:24]([C:21]1[CH:20]=[CH:19][C:18]([C:15]2[NH:14][C:13]([C@@H:9]4[C@@H:134]5[CH2:135][C@@H:12]([CH2:11][CH2:143]5)[N:8]4[C:6](=[O:7])[C@@H:5]([NH:127][C:128]([O:129][CH3:130])=[O:131])[CH:58]([CH3:60])[CH3:59])=[N:17][CH:16]=2)=[CH:23][CH:22]=1)=[CH:33][CH:32]=3)=[O:91]. (2) The product is: [C:19]([O:18][C:16](=[O:17])[NH:15][CH2:14][CH2:13][C@H:9]([NH:8][C:6]([O:5][C:1]([CH3:4])([CH3:3])[CH3:2])=[O:7])[CH2:10][OH:11])([CH3:22])([CH3:21])[CH3:20]. Given the reactants [C:1]([O:5][C:6]([NH:8][C@@H:9]([CH2:13][CH2:14][NH:15][C:16]([O:18][C:19]([CH3:22])([CH3:21])[CH3:20])=[O:17])[C:10](O)=[O:11])=[O:7])([CH3:4])([CH3:3])[CH3:2].C1(NC2CCCCC2)CCCCC1.CN1CCOCC1.ClC(OCC)=O.[H-].[Al+3].[Li+].[H-].[H-].[H-], predict the reaction product. (3) The product is: [Cl:20][C:16]1[CH:15]=[C:14]([S:11]([NH:10][C:9]2[CH:8]=[C:7]([CH3:21])[N:6]=[C:5]3[S:22][C:2]([C:32]4[CH:33]=[N:34][O:35][CH:36]=4)=[C:3]([CH3:23])[C:4]=23)(=[O:13])=[O:12])[CH:19]=[CH:18][CH:17]=1. Given the reactants Br[C:2]1[S:22][C:5]2=[N:6][C:7]([CH3:21])=[CH:8][C:9]([NH:10][S:11]([C:14]3[CH:19]=[CH:18][CH:17]=[C:16]([Cl:20])[CH:15]=3)(=[O:13])=[O:12])=[C:4]2[C:3]=1[CH3:23].CC1(C)C(C)(C)OB([C:32]2[CH:33]=[N:34][O:35][CH:36]=2)O1.C(=O)([O-])[O-].[K+].[K+], predict the reaction product. (4) Given the reactants [F:1][C:2]1[CH:10]=[CH:9][CH:8]=[C:7]2[C:3]=1[CH:4]([OH:21])[N:5]([C:12]([CH3:20])([C:14]1[CH:19]=[CH:18][CH:17]=[CH:16][CH:15]=1)[CH3:13])[C:6]2=[O:11].CN([CH2:25][CH2:26]N(C)C)C.[CH:30]([Li])([CH2:32][CH3:33])[CH3:31].[CH3:35][CH2:36][CH2:37]CCC.[I:41]I, predict the reaction product. The product is: [F:1][C:2]1[CH:10]=[CH:9][C:8]([I:41])=[C:7]2[C:3]=1[CH:4]([OH:21])[N:5]([C:12]([CH3:13])([C:14]1[CH:15]=[CH:16][CH:17]=[CH:18][CH:19]=1)[CH3:20])[C:6]2=[O:11].[CH3:35][C:36]([C:7]12[C:8]([I:41])=[CH:9][CH:10]=[C:2]([F:1])[CH:3]1[C:4](=[O:21])[NH:5][C:6]2=[O:11])([C:26]1[CH:25]=[CH:33][CH:32]=[CH:30][CH:31]=1)[CH3:37]. (5) Given the reactants [CH2:1]([C@@H:8]1[CH2:12][O:11][C:10](=[O:13])[N:9]1[C:14]([C@H:16]1[CH2:21][C@H:20]2[C@H:18]([CH2:19]2)[C@@H:17]1[OH:22])=[O:15])[C:2]1[CH:7]=[CH:6][CH:5]=[CH:4][CH:3]=1.N1C(C)=CC=CC=1C.FC(F)(F)S(O[Si:37]([C:40]([CH3:43])([CH3:42])[CH3:41])([CH3:39])[CH3:38])(=O)=O.O, predict the reaction product. The product is: [CH2:1]([C@@H:8]1[CH2:12][O:11][C:10](=[O:13])[N:9]1[C:14]([C@H:16]1[CH2:21][C@H:20]2[C@H:18]([CH2:19]2)[C@@H:17]1[O:22][Si:37]([C:40]([CH3:43])([CH3:42])[CH3:41])([CH3:39])[CH3:38])=[O:15])[C:2]1[CH:7]=[CH:6][CH:5]=[CH:4][CH:3]=1. (6) Given the reactants [C:1]([O:5][C:6]([N:8]1[CH2:13][CH2:12][C:11]([C:15](=O)[NH2:16])([CH3:14])[CH2:10][CH2:9]1)=[O:7])([CH3:4])([CH3:3])[CH3:2].COC1C=CC(P2(SP(C3C=CC(OC)=CC=3)(=S)S2)=[S:27])=CC=1, predict the reaction product. The product is: [C:1]([O:5][C:6]([N:8]1[CH2:13][CH2:12][C:11]([CH3:14])([C:15](=[S:27])[NH2:16])[CH2:10][CH2:9]1)=[O:7])([CH3:4])([CH3:3])[CH3:2]. (7) The product is: [CH2:10]([O:11][C:12](=[O:13])[CH2:14][CH:5]1[CH2:6][CH2:7][N:2]([CH3:1])[CH2:3][CH2:4]1)[CH3:9]. Given the reactants [CH3:1][N:2]1[CH2:7][CH2:6][C:5](=O)[CH2:4][CH2:3]1.[CH3:9][CH2:10][O:11][C:12]([CH2:14]P(OCC)(OCC)=O)=[O:13].[H-].[Na+], predict the reaction product.